From a dataset of Catalyst prediction with 721,799 reactions and 888 catalyst types from USPTO. Predict which catalyst facilitates the given reaction. Reactant: [Br:1][C:2]1[C:8]([F:9])=[CH:7][C:5]([NH2:6])=[C:4]([N+:10]([O-])=O)[CH:3]=1.Cl[Sn]Cl. Product: [Br:1][C:2]1[CH:3]=[C:4]([NH2:10])[C:5]([NH2:6])=[CH:7][C:8]=1[F:9]. The catalyst class is: 14.